Dataset: Forward reaction prediction with 1.9M reactions from USPTO patents (1976-2016). Task: Predict the product of the given reaction. (1) The product is: [OH:26][C@H:25]1[C@@H:27]([OH:20])[CH2:2][CH:1]([C:6]([O:8][CH2:9][C:10]2[CH:15]=[CH:14][CH:13]=[CH:12][CH:11]=2)=[O:7])[CH2:24]1. Given the reactants [CH:1]1([C:6]([O:8][CH2:9][C:10]2[CH:15]=[CH:14][CH:13]=[CH:12][CH:11]=2)=[O:7])CC=C[CH2:2]1.C[N+]1([O-])CC[O:20]CC1.[CH3:24][C:25]([CH3:27])=[O:26].O, predict the reaction product. (2) Given the reactants C(O[C:4](=[O:15])[CH:5]([CH3:14])[C:6](=[O:13])[CH2:7][C:8]([O:10][CH2:11][CH3:12])=[O:9])C.C(OC(O[CH2:22][CH3:23])=C)C.[CH3:24][NH2:25], predict the reaction product. The product is: [CH2:11]([O:10][C:8]([C:7]1[C:6]([OH:13])=[C:5]([CH3:14])[C:4](=[O:15])[N:25]([CH3:24])[C:22]=1[CH3:23])=[O:9])[CH3:12]. (3) Given the reactants [NH2:1][C:2]1[CH:3]=[C:4]([CH:8]=[CH:9][C:10]=1[O:11][CH3:12])[C:5]([OH:7])=O.[C:13](Cl)(=[O:16])[CH2:14][CH3:15].[N+:18]([C:21]1[CH:27]=[CH:26][C:24]([NH2:25])=[CH:23][CH:22]=1)([O-:20])=[O:19], predict the reaction product. The product is: [N+:18]([C:21]1[CH:27]=[CH:26][C:24]([NH:25][C:5](=[O:7])[C:4]2[CH:8]=[CH:9][C:10]([O:11][CH3:12])=[C:2]([NH:1][C:13](=[O:16])[CH2:14][CH3:15])[CH:3]=2)=[CH:23][CH:22]=1)([O-:20])=[O:19]. (4) Given the reactants Cl[C:2]1[C:3](=[O:19])[NH:4][N:5]=[CH:6][C:7]=1[CH2:8][C:9]1[CH:14]=[CH:13][CH:12]=[CH:11][C:10]=1[C:15]([F:18])([F:17])[F:16].[OH-].[Na+].[H][H], predict the reaction product. The product is: [F:18][C:15]([F:16])([F:17])[C:10]1[CH:11]=[CH:12][CH:13]=[CH:14][C:9]=1[CH2:8][C:7]1[CH:6]=[N:5][NH:4][C:3](=[O:19])[CH:2]=1. (5) The product is: [Br:18][C:15]1[CH:16]=[N:17][C:12]([NH:11][CH2:10][CH2:9][NH:7][CH3:6])=[N:13][CH:14]=1. Given the reactants CC(O[C:6](=O)[N:7]([CH2:9][CH2:10][NH:11][C:12]1[N:17]=[CH:16][C:15]([Br:18])=[CH:14][N:13]=1)C)(C)C.FC(F)(F)C(O)=O, predict the reaction product. (6) Given the reactants Cl[C:2]1[C:3]2[CH:30]=[C:29]([Cl:31])[CH:28]=[CH:27][C:4]=2[N:5]([CH2:18][C:19]2[CH:24]=[CH:23][C:22]([O:25][CH3:26])=[CH:21][CH:20]=2)[C:6](=[O:17])[CH:7]([CH2:9][C:10]2[CH:15]=[CH:14][CH:13]=[CH:12][C:11]=2[Cl:16])[N:8]=1.CC1(C)C(C)(C)OB([C:40]2[CH:41]=[C:42]([NH2:46])[CH:43]=[N:44][CH:45]=2)O1.[OH-].[Cs+], predict the reaction product. The product is: [NH2:46][C:42]1[CH:41]=[C:40]([C:2]2[C:3]3[CH:30]=[C:29]([Cl:31])[CH:28]=[CH:27][C:4]=3[N:5]([CH2:18][C:19]3[CH:20]=[CH:21][C:22]([O:25][CH3:26])=[CH:23][CH:24]=3)[C:6](=[O:17])[CH:7]([CH2:9][C:10]3[CH:15]=[CH:14][CH:13]=[CH:12][C:11]=3[Cl:16])[N:8]=2)[CH:45]=[N:44][CH:43]=1.